From a dataset of Reaction yield outcomes from USPTO patents with 853,638 reactions. Predict the reaction yield, written as a fraction of the theoretical maximum amount of product (1.0 means a 100% yield; for example, 0.34 means a 34% yield). (1) The reactants are [C:1]([C:5]1[CH:6]=[C:7]2[C:12](=[C:13]([F:15])[CH:14]=1)[C:11](=[O:16])[N:10]([C:17]1[N:24]=[CH:23][CH:22]=[C:21]([C:25]3[CH:30]=[C:29]([NH:31][C:32]4[CH:37]=[CH:36][C:35]([C:38]([N:40]5[CH2:45][CH2:44][O:43][CH2:42][C@H:41]5[CH3:46])=[O:39])=[CH:34][N:33]=4)[C:28](=[O:47])[N:27]([CH3:48])[CH:26]=3)[C:18]=1[CH:19]=[O:20])[N:9]=[CH:8]2)([CH3:4])([CH3:3])[CH3:2].[BH4-].[Na+]. The catalyst is CO.ClCCl. The product is [C:1]([C:5]1[CH:6]=[C:7]2[C:12](=[C:13]([F:15])[CH:14]=1)[C:11](=[O:16])[N:10]([C:17]1[C:18]([CH2:19][OH:20])=[C:21]([C:25]3[CH:30]=[C:29]([NH:31][C:32]4[CH:37]=[CH:36][C:35]([C:38]([N:40]5[CH2:45][CH2:44][O:43][CH2:42][C@H:41]5[CH3:46])=[O:39])=[CH:34][N:33]=4)[C:28](=[O:47])[N:27]([CH3:48])[CH:26]=3)[CH:22]=[CH:23][N:24]=1)[N:9]=[CH:8]2)([CH3:3])([CH3:2])[CH3:4]. The yield is 0.500. (2) The reactants are [C:1]([O:5][C:6]([N:8]1[CH2:13][CH2:12][CH:11]([CH2:14]O)[CH2:10][CH2:9]1)=[O:7])([CH3:4])([CH3:3])[CH3:2].C(N(C(C)C)CC)(C)C.FC(F)(F)S(O)(=O)=O.[NH:33]1[CH:37]=[N:36][CH:35]=[N:34]1.C(=O)([O-])O.[Na+]. The catalyst is ClCCl.C1COCC1. The product is [C:1]([O:5][C:6]([N:8]1[CH2:13][CH2:12][CH:11]([CH2:14][N:33]2[CH:37]=[N:36][CH:35]=[N:34]2)[CH2:10][CH2:9]1)=[O:7])([CH3:4])([CH3:3])[CH3:2]. The yield is 0.360.